Dataset: Forward reaction prediction with 1.9M reactions from USPTO patents (1976-2016). Task: Predict the product of the given reaction. (1) Given the reactants [OH:1][C:2]1[CH:9]=[CH:8][C:5]([CH:6]=[O:7])=[CH:4][C:3]=1[O:10][CH3:11].[C:12](OC(=O)C)(=[O:14])[CH3:13], predict the reaction product. The product is: [C:12]([O:1][C:2]1[CH:9]=[CH:8][C:5]([CH:6]=[O:7])=[CH:4][C:3]=1[O:10][CH3:11])(=[O:14])[CH3:13]. (2) Given the reactants [Si]([O:8][CH2:9][C@@H:10]([NH:18][S@](C(C)(C)C)=O)[C:11]1[CH:16]=[C:15]([CH3:17])[CH:14]=[CH:13][N:12]=1)(C(C)(C)C)(C)C.[ClH:25], predict the reaction product. The product is: [ClH:25].[ClH:25].[NH2:18][C@@H:10]([C:11]1[CH:16]=[C:15]([CH3:17])[CH:14]=[CH:13][N:12]=1)[CH2:9][OH:8]. (3) Given the reactants [CH3:1][C:2]1[CH:3]=[C:4]([OH:9])[CH:5]=[C:6]([CH3:8])[CH:7]=1.Br[C:11]1[CH:16]=[CH:15][CH:14]=[CH:13][CH:12]=1, predict the reaction product. The product is: [CH3:8][C:6]1[CH:5]=[C:4]([O:9][C:11]2[CH:16]=[CH:15][CH:14]=[CH:13][CH:12]=2)[CH:3]=[C:2]([CH3:1])[CH:7]=1. (4) The product is: [ClH:19].[NH2:1][C@@H:2]1[C:10]2[C:5](=[CH:6][CH:7]=[CH:8][CH:9]=2)[CH2:4][C@H:3]1[CH3:11]. Given the reactants [NH2:1][C@@H:2]1[C:10]2[C:5](=[CH:6][CH:7]=[CH:8][CH:9]=2)[CH2:4][C@H:3]1[CH3:11].COCC(OC)=O.[Cl:19]CCl, predict the reaction product. (5) Given the reactants [Cl:1][C:2]1[CH:3]=[C:4]([CH:25]=[CH:26][C:27]=1[Cl:28])[O:5][C:6]1[CH:11]=[CH:10][CH:9]=[CH:8][C:7]=1[NH:12][S:13]([C:16]1[CH:24]=[CH:23][C:19]([C:20]([OH:22])=O)=[CH:18][CH:17]=1)(=[O:15])=[O:14].[N:29]1([CH2:34][CH2:35][CH2:36][N:37]2[CH2:42][CH2:41][NH:40][CH2:39][CH2:38]2)[CH2:33][CH2:32][CH2:31][CH2:30]1, predict the reaction product. The product is: [Cl:1][C:2]1[CH:3]=[C:4]([CH:25]=[CH:26][C:27]=1[Cl:28])[O:5][C:6]1[CH:11]=[CH:10][CH:9]=[CH:8][C:7]=1[NH:12][S:13]([C:16]1[CH:24]=[CH:23][C:19]([C:20]([N:40]2[CH2:39][CH2:38][N:37]([CH2:36][CH2:35][CH2:34][N:29]3[CH2:30][CH2:31][CH2:32][CH2:33]3)[CH2:42][CH2:41]2)=[O:22])=[CH:18][CH:17]=1)(=[O:15])=[O:14]. (6) The product is: [CH3:1][O:2][C:3]([C:4]1[C:5]([NH2:14])=[C:6]([Cl:13])[C:7]2[N:11]([CH3:16])[CH:12]=[N:10][C:8]=2[CH:9]=1)=[O:15]. Given the reactants [CH3:1][O:2][C:3](=[O:15])[C:4]1[CH:9]=[C:8]([NH2:10])[C:7]([NH:11][CH3:12])=[C:6]([Cl:13])[C:5]=1[NH2:14].[C:16](O)(=O)C.C(N)=N.CCOC(C)=O, predict the reaction product.